This data is from Forward reaction prediction with 1.9M reactions from USPTO patents (1976-2016). The task is: Predict the product of the given reaction. (1) Given the reactants [F:1][C:2]1[CH:7]=[C:6]([F:8])[CH:5]=[CH:4][C:3]=1[NH:9][NH:10]C(OC(C)(C)C)=O.[Cl:18][C:19]1[C:24]([C:25]([N:27]=[C:28]=[O:29])=O)=[C:23]([F:30])[C:22]([CH2:31][NH:32][C:33](=[O:38])[C:34]([CH3:37])([CH3:36])[CH3:35])=[CH:21][CH:20]=1.C(O)(C(F)(F)F)=O, predict the reaction product. The product is: [Cl:18][C:19]1[CH:20]=[CH:21][C:22]([CH2:31][NH:32][C:33](=[O:38])[C:34]([CH3:37])([CH3:36])[CH3:35])=[C:23]([F:30])[C:24]=1[C:25]1[NH:27][C:28](=[O:29])[N:9]([C:3]2[CH:4]=[CH:5][C:6]([F:8])=[CH:7][C:2]=2[F:1])[N:10]=1. (2) Given the reactants [N:1]1([CH2:6][CH2:7][CH2:8][O:9][C:10]2[CH:15]=[CH:14][C:13]([C:16]3([CH2:22][N:23]4[CH2:28][CH2:27][S:26][CH2:25][CH2:24]4)[CH2:21][CH2:20][O:19][CH2:18][CH2:17]3)=[CH:12][CH:11]=2)[CH2:5][CH2:4][CH2:3][CH2:2]1.FC(F)(F)C(OO)=[O:32].OO, predict the reaction product. The product is: [N:1]1([CH2:6][CH2:7][CH2:8][O:9][C:10]2[CH:15]=[CH:14][C:13]([C:16]3([CH2:22][N:23]4[CH2:24][CH2:25][S:26](=[O:32])[CH2:27][CH2:28]4)[CH2:17][CH2:18][O:19][CH2:20][CH2:21]3)=[CH:12][CH:11]=2)[CH2:5][CH2:4][CH2:3][CH2:2]1.